This data is from Full USPTO retrosynthesis dataset with 1.9M reactions from patents (1976-2016). The task is: Predict the reactants needed to synthesize the given product. (1) Given the product [CH3:37][Sn:38]([CH3:40])([CH3:39])[C:21]1[S:20][C:19]([C:22]2[C:30]3[C:26](=[N:27][S:28][N:29]=3)[C:25]([C:31]3[S:32][C:33]([Sn:38]([CH3:40])([CH3:39])[CH3:37])=[C:34]([CH3:36])[CH:35]=3)=[CH:24][CH:23]=2)=[CH:18][C:17]=1[CH3:16], predict the reactants needed to synthesize it. The reactants are: CC1(C)CCCC(C)(C)N1.C([Li])CCC.[CH3:16][C:17]1[CH:18]=[C:19]([C:22]2[C:30]3[C:26](=[N:27][S:28][N:29]=3)[C:25]([C:31]3[S:32][CH:33]=[C:34]([CH3:36])[CH:35]=3)=[CH:24][CH:23]=2)[S:20][CH:21]=1.[CH3:37][Sn:38](Cl)([CH3:40])[CH3:39]. (2) The reactants are: [CH2:1]1C2[C:5](=[CH:6][CH:7]=[CH:8]C=2)[CH:4]=[CH:3][CH2:2]1.[Br:11]N1C(=O)CCC1=O.CC[O:21][CH2:22][CH3:23]. Given the product [Br:11][C@@H:1]1[CH2:2][CH2:3][C:4]2[C:23](=[CH:8][CH:7]=[CH:6][CH:5]=2)[C@H:22]1[OH:21], predict the reactants needed to synthesize it.